The task is: Predict the reaction yield, written as a fraction of the theoretical maximum amount of product (1.0 means a 100% yield; for example, 0.34 means a 34% yield).. This data is from Reaction yield outcomes from USPTO patents with 853,638 reactions. (1) The reactants are C1([O:7][C:8](=O)[N:9]([C:19]2[CH:24]=[C:23]([O:25][C:26]3[CH:31]=[CH:30][C:29]([NH:32][C:33]([C:35]4([C:38](=[O:47])[NH:39][C:40]5[CH:45]=[CH:44][C:43]([F:46])=[CH:42][CH:41]=5)[CH2:37][CH2:36]4)=[O:34])=[CH:28][C:27]=3[F:48])[CH:22]=[CH:21][N:20]=2)C(OC2C=CC=CC=2)=O)C=CC=CC=1.[N:50]1([CH:55]2[CH2:60][CH2:59][NH:58][CH2:57][CH2:56]2)[CH2:54][CH2:53][CH2:52][CH2:51]1. The catalyst is CN(C)C=O. The product is [F:46][C:43]1[CH:44]=[CH:45][C:40]([NH:39][C:38]([C:35]2([C:33]([NH:32][C:29]3[CH:30]=[CH:31][C:26]([O:25][C:23]4[CH:22]=[CH:21][N:20]=[C:19]([NH:9][C:8]([N:58]5[CH2:59][CH2:60][CH:55]([N:50]6[CH2:54][CH2:53][CH2:52][CH2:51]6)[CH2:56][CH2:57]5)=[O:7])[CH:24]=4)=[C:27]([F:48])[CH:28]=3)=[O:34])[CH2:37][CH2:36]2)=[O:47])=[CH:41][CH:42]=1. The yield is 0.800. (2) The catalyst is CCOC(C)=O.[Pd]. The reactants are [F:1][C:2]1[CH:14]=[CH:13][C:12]([N+:15]([O-])=O)=[CH:11][C:3]=1[CH2:4][N:5]1[CH2:10][CH2:9][O:8][CH2:7][CH2:6]1. The yield is 0.550. The product is [F:1][C:2]1[CH:14]=[CH:13][C:12]([NH2:15])=[CH:11][C:3]=1[CH2:4][N:5]1[CH2:6][CH2:7][O:8][CH2:9][CH2:10]1. (3) The reactants are I[C:2]1[CH:7]=[CH:6][C:5]([N+:8]([O-:10])=[O:9])=[CH:4][C:3]=1[O:11][CH3:12].CCN(C(C)C)C(C)C.[CH3:22][S-:23].[Na+]. The catalyst is C1COCC1.C1C=CC(/C=C/C(/C=C/C2C=CC=CC=2)=O)=CC=1.C1C=CC(/C=C/C(/C=C/C2C=CC=CC=2)=O)=CC=1.C1C=CC(/C=C/C(/C=C/C2C=CC=CC=2)=O)=CC=1.[Pd].[Pd].CC1(C)C2C(=C(P(C3C=CC=CC=3)C3C=CC=CC=3)C=CC=2)OC2C(P(C3C=CC=CC=3)C3C=CC=CC=3)=CC=CC1=2. The product is [CH3:12][O:11][C:3]1[CH:4]=[C:5]([N+:8]([O-:10])=[O:9])[CH:6]=[CH:7][C:2]=1[S:23][CH3:22]. The yield is 0.683. (4) The reactants are [F:1][C:2]1[CH:7]=[CH:6][C:5](I)=[CH:4][C:3]=1[N:9]1[CH:14]=[C:13]([O:15][CH3:16])[C:12](=[O:17])[C:11]([C:18]2[N:22]([C:23]3[CH:28]=[CH:27][CH:26]=[CH:25][CH:24]=3)[N:21]=[CH:20][CH:19]=2)=[N:10]1.[NH:29]1[CH2:33][CH2:32][CH2:31][C:30]1=[O:34].[O-]P([O-])([O-])=O.[K+].[K+].[K+].N[C@@H]1CCCC[C@H]1N. The catalyst is O1CCOCC1.C([O-])(O)=O.[Na+].[Cu]I. The product is [F:1][C:2]1[CH:7]=[CH:6][C:5]([N:29]2[CH2:33][CH2:32][CH2:31][C:30]2=[O:34])=[CH:4][C:3]=1[N:9]1[CH:14]=[C:13]([O:15][CH3:16])[C:12](=[O:17])[C:11]([C:18]2[N:22]([C:23]3[CH:28]=[CH:27][CH:26]=[CH:25][CH:24]=3)[N:21]=[CH:20][CH:19]=2)=[N:10]1. The yield is 0.570. (5) The reactants are [C:1]1([C:7]([C:22]2[CH:27]=[CH:26][CH:25]=[CH:24][CH:23]=2)([C:16]2[CH:21]=[CH:20][CH:19]=[CH:18][CH:17]=2)[O:8][C@@H:9]2[CH2:15][CH2:14][CH2:13][C@@H:12]3[C@H:10]2[O:11]3)[CH:6]=[CH:5][CH:4]=[CH:3][CH:2]=1.[N-:28]=[N+:29]=[N-:30].[Na+]. The catalyst is O.CO.C(Cl)Cl. The product is [N:28]([C@H:12]1[CH2:13][CH2:14][CH2:15][C@@H:9]([O:8][C:7]([C:22]2[CH:27]=[CH:26][CH:25]=[CH:24][CH:23]=2)([C:16]2[CH:21]=[CH:20][CH:19]=[CH:18][CH:17]=2)[C:1]2[CH:6]=[CH:5][CH:4]=[CH:3][CH:2]=2)[C@@H:10]1[OH:11])=[N+:29]=[N-:30]. The yield is 0.620. (6) The reactants are Cl[C:2]1[N:7]=[C:6]([NH:8][CH2:9][C:10]2[CH:14]=[C:13]([CH3:15])[O:12][C:11]=2[CH3:16])[C:5]([F:17])=[CH:4][N:3]=1.[NH2:18][C:19]1[CH:20]=[C:21]([OH:25])[CH:22]=[CH:23][CH:24]=1. No catalyst specified. The product is [CH3:16][C:11]1[O:12][C:13]([CH3:15])=[CH:14][C:10]=1[CH2:9][NH:8][C:6]1[C:5]([F:17])=[CH:4][N:3]=[C:2]([NH:18][C:19]2[CH:24]=[CH:23][CH:22]=[C:21]([OH:25])[CH:20]=2)[N:7]=1. The yield is 0.510.